This data is from Full USPTO retrosynthesis dataset with 1.9M reactions from patents (1976-2016). The task is: Predict the reactants needed to synthesize the given product. (1) Given the product [CH3:25][O:24][N:26]=[C:11]([C:10]1[N:2]([CH3:1])[N:3]=[C:4]2[C:9]=1[CH2:8][CH2:7][CH2:6][N:5]2[C:14]1[C:15]([CH3:22])=[CH:16][C:17]([CH3:21])=[CH:18][C:19]=1[CH3:20])[CH3:12], predict the reactants needed to synthesize it. The reactants are: [CH3:1][N:2]1[C:10]([C:11](=O)[CH3:12])=[C:9]2[C:4]([N:5]([C:14]3[C:19]([CH3:20])=[CH:18][C:17]([CH3:21])=[CH:16][C:15]=3[CH3:22])[CH2:6][CH2:7][CH2:8]2)=[N:3]1.Cl.[O:24]([NH2:26])[CH3:25].C(=O)([O-])[O-].[K+].[K+]. (2) Given the product [C:17]1([C:20]2[CH:21]=[CH:22][CH:23]=[CH:24][CH:25]=2)[CH:18]=[CH:19][C:14]([CH2:13][C@@H:12]([NH:8][C:6]([O:5][C:1]([CH3:4])([CH3:3])[CH3:2])=[O:7])[CH2:11][C:10](=[CH2:26])[C:9]([OH:27])=[O:31])=[CH:15][CH:16]=1, predict the reactants needed to synthesize it. The reactants are: [C:1]([O:5][C:6]([N:8]1[C@H:12]([CH2:13][C:14]2[CH:19]=[CH:18][C:17]([C:20]3[CH:25]=[CH:24][CH:23]=[CH:22][CH:21]=3)=[CH:16][CH:15]=2)[CH2:11][C:10](=[CH2:26])[C:9]1=[O:27])=[O:7])([CH3:4])([CH3:3])[CH3:2].[OH-].[Li+].P(=O)(O)(O)[OH:31]. (3) Given the product [F:32][C:15]([C:18]1[CH:19]=[N:20][CH:21]=[CH:22][CH:23]=1)([CH3:16])[CH2:14][N:6]1[C:7]2[CH:8]=[CH:9][C:10]([CH3:13])=[CH:11][C:12]=2[C:4]2[CH2:3][N:2]([CH3:1])[CH2:25][CH2:24][C:5]1=2, predict the reactants needed to synthesize it. The reactants are: [CH3:1][N:2]1[CH2:25][CH2:24][C:5]2[N:6]([CH2:14][C:15]([C:18]3[CH:19]=[N:20][CH:21]=[CH:22][CH:23]=3)(O)[CH3:16])[C:7]3[CH:8]=[CH:9][C:10]([CH3:13])=[CH:11][C:12]=3[C:4]=2[CH2:3]1.C(N(S(F)(F)[F:32])CC)C. (4) Given the product [CH3:41][N:42]([CH2:29][C@@H:27]1[CH2:26][C@H:25]([C:8]2[N:4]3[CH:5]=[CH:6][N:7]=[C:2]([NH2:1])[C:3]3=[C:10]([C:11]3[CH:16]=[CH:15][CH:14]=[C:13]([O:17][CH2:18][C:19]4[CH:20]=[CH:21][CH:22]=[CH:23][CH:24]=4)[CH:12]=3)[N:9]=2)[CH2:28]1)[CH3:43], predict the reactants needed to synthesize it. The reactants are: [NH2:1][C:2]1[C:3]2[N:4]([C:8]([C@@H:25]3[CH2:28][C@H:27]([CH2:29]OS(C4C=CC(C)=CC=4)(=O)=O)[CH2:26]3)=[N:9][C:10]=2[C:11]2[CH:16]=[CH:15][CH:14]=[C:13]([O:17][CH2:18][C:19]3[CH:24]=[CH:23][CH:22]=[CH:21][CH:20]=3)[CH:12]=2)[CH:5]=[CH:6][N:7]=1.[CH3:41][NH:42][CH3:43]. (5) Given the product [CH2:22]([O:21][C:19]([NH:18][CH:14]([CH:15]([CH3:17])[CH3:16])[C:13]([NH:12][C:11]1[C:6]([C:5]([OH:30])=[O:4])=[CH:7][N:8]=[CH:9][CH:10]=1)=[O:29])=[O:20])[C:23]1[CH:24]=[CH:25][CH:26]=[CH:27][CH:28]=1, predict the reactants needed to synthesize it. The reactants are: CO.C[O:4][C:5](=[O:30])[C:6]1[C:11]([NH:12][C:13](=[O:29])[CH:14]([NH:18][C:19]([O:21][CH2:22][C:23]2[CH:28]=[CH:27][CH:26]=[CH:25][CH:24]=2)=[O:20])[CH:15]([CH3:17])[CH3:16])=[CH:10][CH:9]=[N:8][CH:7]=1.[OH-].[Na+]. (6) Given the product [S:21]1[CH2:22][CH:23]=[C:24]([C:2]2[C:3]([O:8][C:9]3[CH:20]=[CH:19][C:12]([C:13]([N:15]([O:17][CH3:18])[CH3:16])=[O:14])=[CH:11][CH:10]=3)=[N:4][CH:5]=[CH:6][N:7]=2)[CH2:25][CH2:26]1, predict the reactants needed to synthesize it. The reactants are: Cl[C:2]1[C:3]([O:8][C:9]2[CH:20]=[CH:19][C:12]([C:13]([N:15]([O:17][CH3:18])[CH3:16])=[O:14])=[CH:11][CH:10]=2)=[N:4][CH:5]=[CH:6][N:7]=1.[S:21]1[CH2:26][CH:25]=[C:24](B2OC(C)(C)C(C)(C)O2)[CH2:23][CH2:22]1.C(=O)([O-])[O-].[K+].[K+]. (7) Given the product [OH:41][CH2:40][CH2:39][CH2:38][N:1]1[C:5]2[CH:6]=[CH:7][CH:8]=[CH:9][C:4]=2[N:3]=[C:2]1[C:10]([N:12]([CH2:34][CH:35]([CH3:37])[CH3:36])[C@H:13]1[CH2:18][C@@H:17]([C:19]([N:21]2[CH2:22][CH2:23][O:24][CH2:25][CH2:26]2)=[O:20])[CH2:16][N:15]([C:27]([O:29][C:30]([CH3:31])([CH3:32])[CH3:33])=[O:28])[CH2:14]1)=[O:11], predict the reactants needed to synthesize it. The reactants are: [NH:1]1[C:5]2[CH:6]=[CH:7][CH:8]=[CH:9][C:4]=2[N:3]=[C:2]1[C:10]([N:12]([CH2:34][CH:35]([CH3:37])[CH3:36])[C@H:13]1[CH2:18][C@@H:17]([C:19]([N:21]2[CH2:26][CH2:25][O:24][CH2:23][CH2:22]2)=[O:20])[CH2:16][N:15]([C:27]([O:29][C:30]([CH3:33])([CH3:32])[CH3:31])=[O:28])[CH2:14]1)=[O:11].[CH2:38](O)[CH2:39][CH2:40][OH:41].C1(P(C2C=CC=CC=2)C2C=CC=CC=2)C=CC=CC=1.N(C(OC(C)C)=O)=NC(OC(C)C)=O. (8) Given the product [F:26][C:27]1[CH:32]=[C:31]([F:33])[CH:30]=[CH:29][C:28]=1[C:34](=[CH2:2])[CH2:35][CH2:36][C:37]([OH:39])=[O:38], predict the reactants needed to synthesize it. The reactants are: [I-].[CH3:2][P+](C1C=CC=CC=1)(C1C=CC=CC=1)C1C=CC=CC=1.CS(C)=O.[F:26][C:27]1[CH:32]=[C:31]([F:33])[CH:30]=[CH:29][C:28]=1[C:34](=O)[CH2:35][CH2:36][C:37]([OH:39])=[O:38].CC(C)([O-])C.[Na+].